Dataset: Peptide-MHC class I binding affinity with 185,985 pairs from IEDB/IMGT. Task: Regression. Given a peptide amino acid sequence and an MHC pseudo amino acid sequence, predict their binding affinity value. This is MHC class I binding data. (1) The peptide sequence is YQADLYTYL. The MHC is HLA-A02:01 with pseudo-sequence HLA-A02:01. The binding affinity (normalized) is 0.796. (2) The peptide sequence is IRHVYHNLK. The MHC is HLA-A02:03 with pseudo-sequence HLA-A02:03. The binding affinity (normalized) is 0.0847. (3) The peptide sequence is NQVKFYFNK. The MHC is HLA-A11:01 with pseudo-sequence HLA-A11:01. The binding affinity (normalized) is 0.929.